From a dataset of Forward reaction prediction with 1.9M reactions from USPTO patents (1976-2016). Predict the product of the given reaction. (1) Given the reactants [C:1]([NH:9][C:10]1[S:11][CH2:12][C@@H:13]2[CH2:19][C@H:18]([C:20]([NH:22][CH:23]([CH3:26])[CH:24]=O)=[O:21])[O:17][CH2:16][C@:14]2([C:27]2[CH:32]=[CH:31][C:30]([F:33])=[CH:29][C:28]=2[F:34])[N:15]=1)(=[O:8])[C:2]1[CH:7]=[CH:6][CH:5]=[CH:4][CH:3]=1.CC[N+](S(N=C(OC)[O-])(=O)=O)(CC)CC, predict the reaction product. The product is: [F:34][C:28]1[CH:29]=[C:30]([F:33])[CH:31]=[CH:32][C:27]=1[C@:14]12[CH2:16][O:17][C@@H:18]([C:20]3[O:21][CH:26]=[C:23]([CH3:24])[N:22]=3)[CH2:19][C@H:13]1[CH2:12][S:11][C:10]([NH:9][C:1](=[O:8])[C:2]1[CH:7]=[CH:6][CH:5]=[CH:4][CH:3]=1)=[N:15]2. (2) The product is: [F:1][C:2]([F:20])([F:21])[CH2:3][CH2:4][C:5]([NH:7][C@@H:8]([CH3:19])[C:9]([OH:11])=[O:10])=[O:6]. Given the reactants [F:1][C:2]([F:21])([F:20])[CH2:3][CH2:4][C:5]([NH:7][C@@H:8]([CH3:19])[C:9]([O:11]CC1C=CC=CC=1)=[O:10])=[O:6], predict the reaction product. (3) The product is: [CH3:9][O:8][C:5]1[N:6]=[N:7][C:2]([C:18]2[CH:19]=[C:20]([CH:22]=[CH:23][C:17]=2[CH3:16])[NH2:21])=[CH:3][C:4]=1[N:10]1[CH2:15][CH2:14][O:13][CH2:12][CH2:11]1. Given the reactants Cl[C:2]1[N:7]=[N:6][C:5]([O:8][CH3:9])=[C:4]([N:10]2[CH2:15][CH2:14][O:13][CH2:12][CH2:11]2)[CH:3]=1.[CH3:16][C:17]1[CH:23]=[CH:22][C:20]([NH2:21])=[CH:19][C:18]=1B1OC(C)(C)C(C)(C)O1.C([O-])([O-])=O.[Na+].[Na+].C(Cl)Cl, predict the reaction product. (4) The product is: [F:43][C:2]([F:1])([F:44])[C:3]1[CH:4]=[C:5]([CH:40]=[CH:41][CH:42]=1)[CH2:6][NH:7][C:8](=[O:39])[C:9]1[CH:14]=[CH:13][N:12]=[C:11]([C:15]2[CH:20]=[C:19]([N:21]3[CH2:26][CH2:25][CH2:24][CH2:23][CH2:22]3)[CH:18]=[CH:17][C:16]=2[NH:27][C:28](=[O:38])[C:29]2([CH2:35][N:36]([CH3:37])[C:52](=[O:54])[CH2:51][N:48]3[CH2:47][CH2:46][O:45][CH2:50][CH2:49]3)[CH:34]=[CH:33][CH:32]=[CH:31][NH:30]2)[CH:10]=1. Given the reactants [F:1][C:2]([F:44])([F:43])[C:3]1[CH:4]=[C:5]([CH:40]=[CH:41][CH:42]=1)[CH2:6][NH:7][C:8](=[O:39])[C:9]1[CH:14]=[CH:13][N:12]=[C:11]([C:15]2[CH:20]=[C:19]([N:21]3[CH2:26][CH2:25][CH2:24][CH2:23][CH2:22]3)[CH:18]=[CH:17][C:16]=2[NH:27][C:28](=[O:38])[C:29]2([CH2:35][NH:36][CH3:37])[CH:34]=[CH:33][CH:32]=[CH:31][NH:30]2)[CH:10]=1.[O:45]1[CH2:50][CH2:49][N:48]([CH2:51][C:52]([OH:54])=O)[CH2:47][CH2:46]1.CCN=C=NCCCN(C)C.Cl, predict the reaction product.